Dataset: Reaction yield outcomes from USPTO patents with 853,638 reactions. Task: Predict the reaction yield, written as a fraction of the theoretical maximum amount of product (1.0 means a 100% yield; for example, 0.34 means a 34% yield). The reactants are [H-].[H-].[H-].[H-].[Li+].[Al+3].C[O:8][C:9](=O)[C:10]1[CH:15]=[C:14]([C:16]2[CH:21]=[CH:20][C:19]([Cl:22])=[C:18]([Cl:23])[CH:17]=2)[CH:13]=[N:12][CH:11]=1. The catalyst is C1COCC1. The product is [Cl:23][C:18]1[CH:17]=[C:16]([C:14]2[CH:15]=[C:10]([CH2:9][OH:8])[CH:11]=[N:12][CH:13]=2)[CH:21]=[CH:20][C:19]=1[Cl:22]. The yield is 0.270.